This data is from Retrosynthesis with 50K atom-mapped reactions and 10 reaction types from USPTO. The task is: Predict the reactants needed to synthesize the given product. (1) Given the product O=C(CCOc1ccc(Cl)cc1)NCCCn1ccnc1, predict the reactants needed to synthesize it. The reactants are: NCCCn1ccnc1.O=C(O)CCOc1ccc(Cl)cc1. (2) Given the product O=C(c1cc(-c2cc(F)cc(OC(F)(F)F)c2)n(-c2cccnc2)n1)N1CCS(=O)C1, predict the reactants needed to synthesize it. The reactants are: O=C(OO)c1cccc(Cl)c1.O=C(c1cc(-c2cc(F)cc(OC(F)(F)F)c2)n(-c2cccnc2)n1)N1CCSC1. (3) Given the product CC(C)(C)c1cccc2c(=O)[nH]cnc12, predict the reactants needed to synthesize it. The reactants are: CC(C)(C)c1cccc(C(=O)O)c1N.N=CN. (4) Given the product CC(C)OC(=O)N1CCN(C(=O)Nc2noc3ccccc23)CC1, predict the reactants needed to synthesize it. The reactants are: CC(C)OC(=O)Cl.O=C(Nc1noc2ccccc12)N1CCNCC1. (5) Given the product N#Cc1cc(Cl)c(NC(=O)C(F)(F)F)c(Cl)c1, predict the reactants needed to synthesize it. The reactants are: N#Cc1cc(Cl)c(N)c(Cl)c1.O=C(OC(=O)C(F)(F)F)C(F)(F)F. (6) Given the product CC(=O)N=S(=O)(CCO)c1ccc(C(=O)Nc2ccc(Cl)cc2C(=O)Nc2ccc(Cl)cn2)cc1, predict the reactants needed to synthesize it. The reactants are: CC(=O)Cl.N=S(=O)(CCO)c1ccc(C(=O)Nc2ccc(Cl)cc2C(=O)Nc2ccc(Cl)cn2)cc1. (7) Given the product CC(C)(C)[C@H](N)C(=O)Nc1cccnc1, predict the reactants needed to synthesize it. The reactants are: CC(C)(C)OC(=O)N[C@H](C(=O)Nc1cccnc1)C(C)(C)C. (8) Given the product COc1cc(CNCCNc2nc(Cl)nc3c2ncn3C2CCCC2)cc(OC)c1OC, predict the reactants needed to synthesize it. The reactants are: COc1cc(C=O)cc(OC)c1OC.NCCNc1nc(Cl)nc2c1ncn2C1CCCC1.